From a dataset of Cav3 T-type calcium channel HTS with 100,875 compounds. Binary Classification. Given a drug SMILES string, predict its activity (active/inactive) in a high-throughput screening assay against a specified biological target. (1) The compound is O(CC(=O)N1N=C/2C(C1c1ccccc1)CCCC2=C\c1ccccc1)C(=O)C1NC(=O)CC1. The result is 0 (inactive). (2) The drug is O=C(NN)c1c(n(nc1)Cc1ccccc1)N. The result is 0 (inactive). (3) The molecule is O1C2(CCN(CC2)C(OCC)=O)CC(=O)c2c1ccc(O)c2. The result is 0 (inactive).